This data is from Forward reaction prediction with 1.9M reactions from USPTO patents (1976-2016). The task is: Predict the product of the given reaction. (1) Given the reactants [Cl:1][C:2]1[N:3]=[CH:4][NH:5][C:6]=1[Cl:7].[OH-].[K+].[Br:10][CH2:11][CH2:12][CH2:13][CH2:14][CH3:15].[K+].[Br-].Br[CH2:19][C:20]1[CH:29]=[CH:28][C:27]2[C:22](=[CH:23][CH:24]=[CH:25][CH:26]=2)[CH:21]=1, predict the reaction product. The product is: [Br-:10].[CH2:11]([C:28]1[C:27]2[C:22](=[CH:23][CH:24]=[CH:25][CH:26]=2)[CH:21]=[C:20]([CH3:19])[C:29]=1[N+:3]1[C:2]([Cl:1])=[C:6]([Cl:7])[NH:5][CH:4]=1)[CH2:12][CH2:13][CH2:14][CH3:15]. (2) Given the reactants [F:1][C:2]1[CH:3]=[N:4][C:5]2[C:10]([C:11]=1[CH2:12][CH2:13][N:14]1[CH2:19][CH2:18][CH:17]([NH:20]C(=O)OC(C)(C)C)[CH2:16][CH2:15]1)=[CH:9][C:8]([F:28])=[CH:7][CH:6]=2.FC(F)(F)C(O)=O, predict the reaction product. The product is: [F:1][C:2]1[CH:3]=[N:4][C:5]2[C:10]([C:11]=1[CH2:12][CH2:13][N:14]1[CH2:15][CH2:16][CH:17]([NH2:20])[CH2:18][CH2:19]1)=[CH:9][C:8]([F:28])=[CH:7][CH:6]=2. (3) Given the reactants [F:1][C:2]([F:32])([F:31])[C:3]1[CH:4]=[C:5]([CH:9]2[CH2:14][N:13]([C:15]([O:17]C3C=CC([N+]([O-])=O)=CC=3)=O)[CH2:12][CH:11]([C:27]([O:29][CH3:30])=[O:28])[CH2:10]2)[CH:6]=[CH:7][CH:8]=1.Cl.[OH:34][CH:35]1[CH2:38][NH:37][CH2:36]1.C(=O)([O-])[O-].[K+].[K+], predict the reaction product. The product is: [OH:34][CH:35]1[CH2:38][N:37]([C:15]([N:13]2[CH2:14][CH:9]([C:5]3[CH:6]=[CH:7][CH:8]=[C:3]([C:2]([F:1])([F:31])[F:32])[CH:4]=3)[CH2:10][CH:11]([C:27]([O:29][CH3:30])=[O:28])[CH2:12]2)=[O:17])[CH2:36]1. (4) Given the reactants [OH:1][CH:2]([C@@H:14]([NH:24][C:25](=[O:41])[O:26][CH2:27][C:28]1([CH2:32][C:33]2[C:38]([F:39])=[CH:37][CH:36]=[CH:35][C:34]=2[F:40])[CH2:31][CH2:30][CH2:29]1)[CH2:15][CH2:16][CH2:17][CH2:18][NH:19][C:20]([NH:22][CH3:23])=[O:21])[C:3](=[O:13])[NH:4][C@@H:5]([C:7]1[CH:12]=[CH:11][CH:10]=[CH:9][CH:8]=1)[CH3:6].OC([C@@H](NC(=O)OCC1(CC2C=CC=CC=2)CCCCC1)CCCCNC(N1CCOCC1)=O)C(=O)N[C@@H](C1C=CC=CC=1)C, predict the reaction product. The product is: [CH3:23][NH:22][C:20]([NH:19][CH2:18][CH2:17][CH2:16][CH2:15][C@H:14]([NH:24][C:25](=[O:41])[O:26][CH2:27][C:28]1([CH2:32][C:33]2[C:34]([F:40])=[CH:35][CH:36]=[CH:37][C:38]=2[F:39])[CH2:29][CH2:30][CH2:31]1)[C:2](=[O:1])[C:3](=[O:13])[NH:4][C@@H:5]([C:7]1[CH:12]=[CH:11][CH:10]=[CH:9][CH:8]=1)[CH3:6])=[O:21]. (5) Given the reactants Cl.[C:2]1([C:8](=[N:15][CH2:16][C:17]2([C:30]([O:32][CH2:33][CH3:34])=[O:31])[CH2:22][CH2:21][N:20](C(OC(C)(C)C)=O)[CH2:19][CH2:18]2)[C:9]2[CH:14]=[CH:13][CH:12]=[CH:11][CH:10]=2)[CH:7]=[CH:6][CH:5]=[CH:4][CH:3]=1, predict the reaction product. The product is: [C:2]1([C:8](=[N:15][CH2:16][C:17]2([C:30]([O:32][CH2:33][CH3:34])=[O:31])[CH2:22][CH2:21][NH:20][CH2:19][CH2:18]2)[C:9]2[CH:14]=[CH:13][CH:12]=[CH:11][CH:10]=2)[CH:7]=[CH:6][CH:5]=[CH:4][CH:3]=1. (6) Given the reactants [NH2:1][CH:2]([CH2:5][S:6][CH2:7][C:8]1[CH:13]=[CH:12][CH:11]=[CH:10][CH:9]=1)[CH2:3][OH:4].[OH-:14].[Na+], predict the reaction product. The product is: [NH2:1][CH:2]([CH2:5][S:6][CH2:7][C:8]1[CH:13]=[CH:12][CH:11]=[CH:10][CH:9]=1)[C:3]([OH:14])=[O:4]. (7) Given the reactants [CH2:1]([O:3][C:4](=[O:31])[CH:5]([NH:11][C:12]([C:14]1[CH:19]=[CH:18][C:17]([NH:20]C(OCC2C=CC=CC=2)=O)=[CH:16][N:15]=1)=[O:13])[C:6]([O:8][CH2:9][CH3:10])=[O:7])[CH3:2].[H][H], predict the reaction product. The product is: [CH2:1]([O:3][C:4](=[O:31])[CH:5]([NH:11][C:12]([C:14]1[CH:19]=[CH:18][C:17]([NH2:20])=[CH:16][N:15]=1)=[O:13])[C:6]([O:8][CH2:9][CH3:10])=[O:7])[CH3:2]. (8) Given the reactants [Br:1][C:2]1[C:3]([CH3:11])=[N:4][CH:5]=[C:6]([C:9]=1Cl)[C:7]#[N:8].[NH2:12][C:13]1[CH:21]=[C:20]2[C:16]([CH:17]=[CH:18][NH:19]2)=[CH:15][CH:14]=1, predict the reaction product. The product is: [Br:1][C:2]1[C:3]([CH3:11])=[N:4][CH:5]=[C:6]([C:9]=1[NH:12][C:13]1[CH:21]=[C:20]2[C:16]([CH:17]=[CH:18][NH:19]2)=[CH:15][CH:14]=1)[C:7]#[N:8].